Dataset: Reaction yield outcomes from USPTO patents with 853,638 reactions. Task: Predict the reaction yield, written as a fraction of the theoretical maximum amount of product (1.0 means a 100% yield; for example, 0.34 means a 34% yield). (1) The reactants are B1C2CCCC1CCC2.[CH3:10][C:11]([CH3:21])([CH2:17][CH2:18][CH:19]=[CH2:20])[C:12]([O:14][CH2:15][CH3:16])=[O:13].[OH-:22].[Na+].OO. The catalyst is C1COCC1.[Cl-].[Na+].O.C(O)C. The product is [CH3:21][C:11]([CH3:10])([CH2:17][CH2:18][CH2:19][CH2:20][OH:22])[C:12]([O:14][CH2:15][CH3:16])=[O:13]. The yield is 0.830. (2) The reactants are [Cl:1][C:2]1[CH:7]=[CH:6][CH:5]=[C:4]([Cl:8])[C:3]=1[N:9]1[CH:18]=[C:12]2[C:13]([NH2:17])=[N:14][CH:15]=[CH:16][C:11]2=[N:10]1.[NH2:19][C:20]1[N:21]=[N:22][C:23](Cl)=[CH:24][CH:25]=1.CC1(C)C2C(=C(P(C3C=CC=CC=3)C3C=CC=CC=3)C=CC=2)OC2C(P(C3C=CC=CC=3)C3C=CC=CC=3)=CC=CC1=2.C(=O)([O-])[O-].[Cs+].[Cs+]. The catalyst is O1CCOCC1.C1C=CC(/C=C/C(/C=C/C2C=CC=CC=2)=O)=CC=1.C1C=CC(/C=C/C(/C=C/C2C=CC=CC=2)=O)=CC=1.C1C=CC(/C=C/C(/C=C/C2C=CC=CC=2)=O)=CC=1.[Pd].[Pd]. The product is [Cl:1][C:2]1[CH:7]=[CH:6][CH:5]=[C:4]([Cl:8])[C:3]=1[N:9]1[CH:18]=[C:12]2[C:13]([NH:17][C:23]3[N:22]=[N:21][C:20]([NH2:19])=[CH:25][CH:24]=3)=[N:14][CH:15]=[CH:16][C:11]2=[N:10]1. The yield is 0.130.